From a dataset of Full USPTO retrosynthesis dataset with 1.9M reactions from patents (1976-2016). Predict the reactants needed to synthesize the given product. (1) The reactants are: CC1(C)C(C)(C)OB([C:9]2[CH:10]=[CH:11][C:12]3[C:13]4[CH:21]=[N:20][N:19](C(=O)C)[C:14]=4[N:15]=[CH:16][C:17]=3[CH:18]=2)O1.Br[C:27]1[C:28]([F:41])=[C:29]([NH:34][S:35]([CH2:38][CH2:39][CH3:40])(=[O:37])=[O:36])[CH:30]=[CH:31][C:32]=1[F:33].C([O-])([O-])=O.[Na+].[Na+]. Given the product [F:41][C:28]1[C:27]([C:9]2[CH:10]=[CH:11][C:12]3[C:13]4[CH:21]=[N:20][NH:19][C:14]=4[N:15]=[CH:16][C:17]=3[CH:18]=2)=[C:32]([F:33])[CH:31]=[CH:30][C:29]=1[NH:34][S:35]([CH2:38][CH2:39][CH3:40])(=[O:37])=[O:36], predict the reactants needed to synthesize it. (2) Given the product [CH:24]1([CH2:23][O:1][C:2]2[CH:3]=[C:4]([CH2:8][CH2:9][C:10]([O:12][CH3:13])=[O:11])[CH:5]=[CH:6][CH:7]=2)[CH2:26][CH2:25]1, predict the reactants needed to synthesize it. The reactants are: [OH:1][C:2]1[CH:3]=[C:4]([CH2:8][CH2:9][C:10]([O:12][CH3:13])=[O:11])[CH:5]=[CH:6][CH:7]=1.C(=O)([O-])[O-].[K+].[K+].[I-].[K+].Br[CH2:23][CH:24]1[CH2:26][CH2:25]1.